From a dataset of Full USPTO retrosynthesis dataset with 1.9M reactions from patents (1976-2016). Predict the reactants needed to synthesize the given product. (1) Given the product [CH3:3][CH2:2][CH2:1][CH:7]([CH3:14])[CH3:8].[C:1]1([CH:7]([CH:14]2[CH2:19][CH2:18][N:17]([O:20][C:21]([C:23]([CH3:24])([CH3:26])[CH3:25])=[O:22])[CH2:16][CH2:15]2)[CH2:8][C:9]([O:11][CH2:12][CH3:13])=[O:10])[CH:6]=[CH:5][CH:4]=[CH:3][CH:2]=1, predict the reactants needed to synthesize it. The reactants are: [C:1]1([C:7]([CH:14]2[CH2:19][CH2:18][N:17]([O:20][C:21]([C:23]([CH3:26])([CH3:25])[CH3:24])=[O:22])[CH2:16][CH2:15]2)=[CH:8][C:9]([O:11][CH2:12][CH3:13])=[O:10])[CH:6]=[CH:5][CH:4]=[CH:3][CH:2]=1. (2) Given the product [CH3:1][O:2][C:3]1[CH:4]=[C:5]2[C:10](=[CH:11][C:12]=1[O:13][CH3:14])[CH:9]([CH2:15][O:16][C:17]1[CH:22]=[CH:21][CH:20]=[CH:19][CH:18]=1)[N:8]([CH:24]([C:29]1[CH:34]=[CH:33][CH:32]=[CH:31][CH:30]=1)[C:25]([OH:27])=[O:26])[CH2:7][CH2:6]2, predict the reactants needed to synthesize it. The reactants are: [CH3:1][O:2][C:3]1[CH:4]=[C:5]2[C:10](=[CH:11][C:12]=1[O:13][CH3:14])[CH:9]([CH2:15][O:16][C:17]1[CH:22]=[CH:21][CH:20]=[CH:19][CH:18]=1)[NH:8][CH2:7][CH2:6]2.Br[CH:24]([C:29]1[CH:34]=[CH:33][CH:32]=[CH:31][CH:30]=1)[C:25]([O:27]C)=[O:26].